This data is from CYP2C19 inhibition data for predicting drug metabolism from PubChem BioAssay. The task is: Regression/Classification. Given a drug SMILES string, predict its absorption, distribution, metabolism, or excretion properties. Task type varies by dataset: regression for continuous measurements (e.g., permeability, clearance, half-life) or binary classification for categorical outcomes (e.g., BBB penetration, CYP inhibition). Dataset: cyp2c19_veith. (1) The compound is Cc1cc(Cl)ccc1Oc1ncc(-c2ccc(Cl)cc2)cn1. The result is 1 (inhibitor). (2) The result is 0 (non-inhibitor). The compound is COc1cccc(N(C(=O)Cn2nnc(-c3cccs3)n2)C(C(=O)NC2CCCCC2)c2ccncc2)c1.